This data is from Reaction yield outcomes from USPTO patents with 853,638 reactions. The task is: Predict the reaction yield, written as a fraction of the theoretical maximum amount of product (1.0 means a 100% yield; for example, 0.34 means a 34% yield). (1) The reactants are C([NH:4]C(C)C)(C)C.C([Li])CCC.[CH:13]1([CH2:18][CH:19]([C:28]2[CH:33]=[CH:32][C:31]([S:34](C)(=[O:36])=[O:35])=[CH:30][CH:29]=2)[C:20]([NH:22][C:23]2[S:24][CH:25]=[CH:26][N:27]=2)=[O:21])[CH2:17][CH2:16][CH2:15][CH2:14]1.C(B(CCCC)CCCC)CCC.C([O-])(=O)C.[Na+].ONS(O)(=O)=O. The catalyst is O1CCCC1.O. The product is [CH:13]1([CH2:18][CH:19]([C:28]2[CH:33]=[CH:32][C:31]([S:34](=[O:36])(=[O:35])[NH2:4])=[CH:30][CH:29]=2)[C:20]([NH:22][C:23]2[S:24][CH:25]=[CH:26][N:27]=2)=[O:21])[CH2:17][CH2:16][CH2:15][CH2:14]1. The yield is 0.720. (2) The reactants are [CH2:1]([OH:5])[CH2:2][C:3]#[CH:4].[CH3:6][CH2:7][CH2:8][CH2:9][SnH:10]([CH2:15][CH2:16][CH2:17][CH3:18])[CH2:11][CH2:12][CH2:13][CH3:14]. The catalyst is CC(N=NC(C#N)(C)C)(C#N)C.CCOC(C)=O. The product is [CH2:15]([Sn:10]([CH2:9][CH2:8][CH2:7][CH3:6])([CH2:11][CH2:12][CH2:13][CH3:14])[CH:4]=[CH:3][CH2:2][CH2:1][OH:5])[CH2:16][CH2:17][CH3:18]. The yield is 0.409.